This data is from Kir2.1 potassium channel HTS with 301,493 compounds. The task is: Binary Classification. Given a drug SMILES string, predict its activity (active/inactive) in a high-throughput screening assay against a specified biological target. The drug is O(c1cc2CN(CCc2cc1OC)Cc1c(OC)c(c(OC)cc1)C)C. The result is 0 (inactive).